This data is from Full USPTO retrosynthesis dataset with 1.9M reactions from patents (1976-2016). The task is: Predict the reactants needed to synthesize the given product. (1) Given the product [NH2:17][C:18]1[N:19]=[C:20]([CH3:33])[C:21]2[CH:27]=[C:26]([C:28]3[NH:16][N:15]=[N:14][N:29]=3)[C:25](=[O:30])[N:24]([CH2:31][CH3:32])[C:22]=2[N:23]=1, predict the reactants needed to synthesize it. The reactants are: C([Sn]([N:14]=[N+:15]=[N-:16])(CCCC)CCCC)CCC.[NH2:17][C:18]1[N:19]=[C:20]([CH3:33])[C:21]2[CH:27]=[C:26]([C:28]#[N:29])[C:25](=[O:30])[N:24]([CH2:31][CH3:32])[C:22]=2[N:23]=1. (2) The reactants are: [OH:1][C@H:2]1[CH2:7][CH2:6][C@H:5]2[C@H:8]3[C@H:17]([CH2:18][CH2:19][C@:3]12[CH3:4])[C@@H:16]1[C:11](=[CH:12][C:13](=[O:20])[CH2:14][CH2:15]1)[CH2:10][C@H:9]3[CH3:21].CO.O. Given the product [CH3:21][C@@H:9]1[CH2:10][C:11]2[C@H:16]([CH2:15][CH2:14][C:13](=[O:20])[CH:12]=2)[C@@H:17]2[C@@H:8]1[C@H:5]1[C@@:3]([CH2:19][CH2:18]2)([CH3:4])[C:2](=[O:1])[CH2:7][CH2:6]1, predict the reactants needed to synthesize it. (3) The reactants are: O[CH2:2][C@H:3]([NH:5][C:6](=[O:12])[O:7][C:8]([CH3:11])([CH3:10])[CH3:9])[CH3:4].C(Br)(Br)(Br)[Br:14].C1(P(C2C=CC=CC=2)C2C=CC=CC=2)C=CC=CC=1.O. Given the product [Br:14][CH2:2][C@H:3]([NH:5][C:6](=[O:12])[O:7][C:8]([CH3:11])([CH3:10])[CH3:9])[CH3:4], predict the reactants needed to synthesize it. (4) Given the product [CH2:7]([O:11][CH:6]1[CH2:5][CH2:4][CH2:3][CH2:2][O:1]1)[CH2:8][CH:9]=[CH2:10], predict the reactants needed to synthesize it. The reactants are: [O:1]1[CH:6]=[CH:5][CH2:4][CH2:3][CH2:2]1.[CH2:7]([OH:11])[CH2:8][CH:9]=[CH2:10]. (5) Given the product [CH3:12][O:13][C:14]1[CH:15]=[N:16][N:17]2[N:1]=[CH:22][C:21]([C:20]([O:24][CH3:25])=[O:23])=[C:18]2[CH:19]=1, predict the reactants needed to synthesize it. The reactants are: [NH2:1]OS(O)(=O)=O.C(=O)(O)[O-].[K+].[CH3:12][O:13][C:14]1[CH:19]=[CH:18][N:17]=[N:16][CH:15]=1.[C:20]([O:24][CH3:25])(=[O:23])[C:21]#[CH:22].[OH-].[K+].